From a dataset of Full USPTO retrosynthesis dataset with 1.9M reactions from patents (1976-2016). Predict the reactants needed to synthesize the given product. (1) Given the product [CH3:23][O:22][C:14]1[CH:13]=[CH:12][C:11]([C:8]2[CH:9]=[C:10]3[C:2]([C:45]4[CH:44]=[N:43][N:42]([CH2:34][CH2:35][C:36]5[CH:41]=[CH:40][CH:39]=[CH:38][CH:37]=5)[CH:46]=4)=[CH:3][N:4]([S:24]([C:27]4[CH:28]=[CH:29][C:30]([CH3:31])=[CH:32][CH:33]=4)(=[O:26])=[O:25])[C:5]3=[N:6][CH:7]=2)=[CH:16][C:15]=1[NH:17][S:18]([CH3:21])(=[O:20])=[O:19], predict the reactants needed to synthesize it. The reactants are: I[C:2]1[C:10]2[C:5](=[N:6][CH:7]=[C:8]([C:11]3[CH:12]=[CH:13][C:14]([O:22][CH3:23])=[C:15]([NH:17][S:18]([CH3:21])(=[O:20])=[O:19])[CH:16]=3)[CH:9]=2)[N:4]([S:24]([C:27]2[CH:33]=[CH:32][C:30]([CH3:31])=[CH:29][CH:28]=2)(=[O:26])=[O:25])[CH:3]=1.[CH2:34]([N:42]1[CH:46]=[C:45](B2OC(C)(C)C(C)(C)O2)[CH:44]=[N:43]1)[CH2:35][C:36]1[CH:41]=[CH:40][CH:39]=[CH:38][CH:37]=1.C(=O)([O-])[O-].[Na+].[Na+]. (2) Given the product [CH3:19][N:5]1[C:6]2[C:11](=[CH:10][C:9]([CH3:12])=[N:8][C:7]=2[CH3:13])[C:2](=[O:1])[C:3]([C:14]([O:16][CH2:17][CH3:18])=[O:15])=[CH:4]1, predict the reactants needed to synthesize it. The reactants are: [OH:1][C:2]1[C:11]2[C:6](=[C:7]([CH3:13])[N:8]=[C:9]([CH3:12])[CH:10]=2)[N:5]=[CH:4][C:3]=1[C:14]([O:16][CH2:17][CH3:18])=[O:15].[C:19]([O-])([O-])=O.[Na+].[Na+].IC. (3) Given the product [F:1][C:2]1[CH:7]=[CH:6][C:5]([F:8])=[CH:4][C:3]=1[C:9]1[CH:14]=[C:13]([NH:15][C:16]2[CH:21]=[CH:20][N:19]=[C:18]3[CH:22]=[N:23][NH:24][C:17]=23)[CH:12]=[CH:11][N:10]=1.[C:67]([OH:69])([C:66]([F:71])([F:70])[F:65])=[O:68], predict the reactants needed to synthesize it. The reactants are: [F:1][C:2]1[CH:7]=[CH:6][C:5]([F:8])=[CH:4][C:3]=1[C:9]1[CH:14]=[C:13]([NH:15][C:16]2[CH:21]=[CH:20][N:19]=[C:18]3[CH:22]=[N:23][N:24](COCC[Si](C)(C)C)[C:17]=23)[CH:12]=[CH:11][N:10]=1.FC1C=CC(F)=CC=1C1C=C(NC2C3C(=CN(COCC[Si](C)(C)C)N=3)N=CC=2)C=CN=1.[F:65][C:66]([F:71])([F:70])[C:67]([OH:69])=[O:68]. (4) Given the product [CH:1]([C:4]1[CH:9]=[CH:8][CH:7]=[CH:6][C:5]=1[N:10]1[C:40]([CH3:41])([OH:42])[CH:39]([CH3:43])[S:12]/[C:11]/1=[N:13]/[N:14]=[CH:15]\[C:16]1[CH:17]=[CH:18][C:19]([C:22]2[N:26]=[CH:25][N:24]([C:27]3[CH:28]=[CH:29][C:30]([O:33][C:34]([F:37])([F:35])[F:36])=[CH:31][CH:32]=3)[N:23]=2)=[CH:20][CH:21]=1)([CH3:3])[CH3:2], predict the reactants needed to synthesize it. The reactants are: [CH:1]([C:4]1[CH:9]=[CH:8][CH:7]=[CH:6][C:5]=1[NH:10][C:11]([NH:13]/[N:14]=[CH:15]/[C:16]1[CH:21]=[CH:20][C:19]([C:22]2[N:26]=[CH:25][N:24]([C:27]3[CH:32]=[CH:31][C:30]([O:33][C:34]([F:37])([F:36])[F:35])=[CH:29][CH:28]=3)[N:23]=2)=[CH:18][CH:17]=1)=[S:12])([CH3:3])[CH3:2].Br[CH:39]([CH3:43])[C:40](=[O:42])[CH3:41].C(N(CC)CC)C. (5) Given the product [N:15]1[C:20]2=[C:21]3[C:16](=[CH:17][CH:18]=[C:19]2[N:22]=[CH:23][CH:14]=1)[N:15]=[C:14]1[C:23]([C:26]([C:27]([OH:29])=[O:28])=[CH:17][CH:16]=[CH:21]1)=[N:22]3, predict the reactants needed to synthesize it. The reactants are: [N+](C1C(N[C:14]2[CH:23]=[N:22][C:21]3[C:16](=[CH:17][CH:18]=[CH:19][CH:20]=3)[N:15]=2)=C(C=CC=1)C(O)=O)([O-])=O.[BH4-].[Na+].[CH3:26][C:27]([OH:29])=[O:28]. (6) Given the product [CH2:1]([O:3][C:4](=[O:43])[CH:5]([NH:6][C:7]1[CH:8]=[CH:9][C:10]([C:13]#[N:14])=[CH:11][CH:12]=1)[C:15]1[CH:20]=[C:19]([O:21][CH2:22][CH3:23])[CH:18]=[C:17]([OH:24])[C:16]=1[F:42])[CH3:2], predict the reactants needed to synthesize it. The reactants are: [CH2:1]([O:3][C:4](=[O:43])[CH:5]([C:15]1[CH:20]=[C:19]([O:21][CH2:22][CH3:23])[CH:18]=[C:17]([O:24][Si](C(C)(C)C)(C2C=CC=CC=2)C2C=CC=CC=2)[C:16]=1[F:42])[NH:6][C:7]1[CH:12]=[CH:11][C:10]([C:13]#[N:14])=[CH:9][CH:8]=1)[CH3:2].[F-].C([N+](CCCC)(CCCC)CCCC)CCC.CCOC(C)=O. (7) Given the product [OH:55][CH2:56][CH2:57][NH:58][C:14]([C:10]1[CH:9]=[C:8]([O:7][C:6]2[CH:17]=[CH:18][C:3]([NH:2][CH3:1])=[C:4]([N+:19]([O-:21])=[O:20])[CH:5]=2)[CH:13]=[CH:12][N:11]=1)=[O:16], predict the reactants needed to synthesize it. The reactants are: [CH3:1][NH:2][C:3]1[CH:18]=[CH:17][C:6]([O:7][C:8]2[CH:13]=[CH:12][N:11]=[C:10]([C:14]([OH:16])=O)[CH:9]=2)=[CH:5][C:4]=1[N+:19]([O-:21])=[O:20].CCN=C=NCCCN(C)C.Cl.C1C=NC2N(O)N=NC=2C=1.C(N(C(C)C)CC)(C)C.CC1(C)[NH:58][CH2:57][CH2:56][O:55]1. (8) Given the product [CH3:1][C:2]1[C:3]([NH:8][S:9]([C:12]2[S:13][C:14]([CH3:45])=[CH:15][C:16]=2[C:17]2[CH:22]=[CH:21][C:20]([CH2:23][N:24]3[C:32]4[CH:31]=[C:30]([CH2:33][CH3:34])[N:29]=[C:28]([CH3:35])[C:27]=4[C:26]([C:36]4[CH:41]=[CH:40][C:39]([O:42][CH3:43])=[CH:38][CH:37]=4)=[N:25]3)=[CH:19][C:18]=2[CH3:44])(=[O:10])=[O:11])=[N:4][O:5][C:6]=1[CH3:7], predict the reactants needed to synthesize it. The reactants are: [CH3:1][C:2]1[C:3]([N:8](COCCOC)[S:9]([C:12]2[S:13][C:14]([CH3:45])=[CH:15][C:16]=2[C:17]2[CH:22]=[CH:21][C:20]([CH2:23][N:24]3[C:32]4[CH:31]=[C:30]([CH2:33][CH3:34])[N:29]=[C:28]([CH3:35])[C:27]=4[C:26]([C:36]4[CH:41]=[CH:40][C:39]([O:42][CH3:43])=[CH:38][CH:37]=4)=[N:25]3)=[CH:19][C:18]=2[CH3:44])(=[O:11])=[O:10])=[N:4][O:5][C:6]=1[CH3:7].Cl.